Dataset: Forward reaction prediction with 1.9M reactions from USPTO patents (1976-2016). Task: Predict the product of the given reaction. (1) Given the reactants C(OC(=O)[NH:7][C:8]1[CH:13]=[CH:12][C:11]([NH:14][C:15]([C:17]2[CH:22]=[C:21]([CH3:23])[C:20](=[O:24])[N:19]([CH3:25])[CH:18]=2)=O)=[C:10]([NH:26][CH2:27][C:28]2[CH:33]=[CH:32][CH:31]=[CH:30][CH:29]=2)[CH:9]=1)(C)(C)C.[C:35](O)(=[O:37])[CH3:36], predict the reaction product. The product is: [CH2:27]([N:26]1[C:10]2[CH:9]=[C:8]([NH:7][C:35](=[O:37])[CH3:36])[CH:13]=[CH:12][C:11]=2[N:14]=[C:15]1[C:17]1[CH:22]=[C:21]([CH3:23])[C:20](=[O:24])[N:19]([CH3:25])[CH:18]=1)[C:28]1[CH:29]=[CH:30][CH:31]=[CH:32][CH:33]=1. (2) Given the reactants Br[C:2]1[CH:3]=[CH:4][C:5]([C:8]([NH:10][CH:11]2[CH2:16][CH:15]([C:17]3[CH:22]=[CH:21][C:20]([CH2:23][CH3:24])=[CH:19][CH:18]=3)[CH2:14][N:13]([C:25]([CH:27]3[CH2:31][CH2:30][CH2:29][CH2:28]3)=[O:26])[CH2:12]2)=[O:9])=[N:6][CH:7]=1.[F:32][C:33]([F:44])([F:43])[C:34]1[CH:35]=[C:36](B(O)O)[CH:37]=[CH:38][CH:39]=1, predict the reaction product. The product is: [CH:27]1([C:25]([N:13]2[CH2:14][CH:15]([C:17]3[CH:22]=[CH:21][C:20]([CH2:23][CH3:24])=[CH:19][CH:18]=3)[CH2:16][CH:11]([NH:10][C:8]([C:5]3[CH:4]=[CH:3][C:2]([C:38]4[CH:37]=[CH:36][CH:35]=[C:34]([C:33]([F:44])([F:43])[F:32])[CH:39]=4)=[CH:7][N:6]=3)=[O:9])[CH2:12]2)=[O:26])[CH2:31][CH2:30][CH2:29][CH2:28]1.